From a dataset of Catalyst prediction with 721,799 reactions and 888 catalyst types from USPTO. Predict which catalyst facilitates the given reaction. (1) Reactant: [F:1][C:2]1[CH:19]=[C:18](I)[CH:17]=[CH:16][C:3]=1[NH:4][C:5]1[C:6]([C:13]([NH2:15])=[O:14])=[CH:7][N:8]([CH3:12])[C:9](=[O:11])[CH:10]=1.[C-:21]#[N:22].[K+]. Product: [C:21]([C:18]1[CH:17]=[CH:16][C:3]([NH:4][C:5]2[C:6]([C:13]([NH2:15])=[O:14])=[CH:7][N:8]([CH3:12])[C:9](=[O:11])[CH:10]=2)=[C:2]([F:1])[CH:19]=1)#[N:22]. The catalyst class is: 555. (2) Reactant: [OH:1][CH2:2][C:3]1([CH2:10][OH:11])[CH2:8][CH2:7][C:6](=[CH2:9])[CH2:5][CH2:4]1.N1C=CC=CC=1.[C:18]1([CH3:28])[CH:23]=[CH:22][C:21]([S:24](Cl)(=[O:26])=[O:25])=[CH:20][CH:19]=1. Product: [CH3:28][C:18]1[CH:23]=[CH:22][C:21]([S:24]([O:1][CH2:2][C:3]2([CH2:10][OH:11])[CH2:8][CH2:7][C:6](=[CH2:9])[CH2:5][CH2:4]2)(=[O:26])=[O:25])=[CH:20][CH:19]=1. The catalyst class is: 4. (3) Reactant: [C:1]([CH:5]1[CH2:13][C:12]2[C:7](=[CH:8][CH:9]=[CH:10][CH:11]=2)[NH:6]1)([CH3:4])([CH3:3])[CH3:2].[N+:14]([O-])([O-:16])=[O:15].[K+].C([O-])([O-])=O.[Na+].[Na+]. Product: [C:1]([CH:5]1[CH2:13][C:12]2[C:7](=[CH:8][C:9]([N+:14]([O-:16])=[O:15])=[CH:10][CH:11]=2)[NH:6]1)([CH3:4])([CH3:2])[CH3:3]. The catalyst class is: 82. (4) Reactant: [CH3:1][O:2][C:3]1[N:4]=[CH:5][CH:6]=[C:7]2[CH:11]=[CH:10][O:9][C:8]=12.[Li]CCCC.[Cl:17]C(Cl)(Cl)C(Cl)(Cl)Cl. Product: [Cl:17][C:10]1[O:9][C:8]2=[C:3]([O:2][CH3:1])[N:4]=[CH:5][CH:6]=[C:7]2[CH:11]=1. The catalyst class is: 1. (5) Reactant: [C:1]([N:8]1[CH2:13][CH2:12][CH2:11][CH2:10][C:9]1=O)([O:3][C:4]([CH3:7])([CH3:6])[CH3:5])=[O:2].[CH2:15]([NH2:22])[C:16]1[CH:21]=[CH:20][CH:19]=[CH:18][CH:17]=1.C(O)(=O)C.C(O[BH-](OC(=O)C)OC(=O)C)(=O)C.[Na+]. Product: [C:4]([O:3][C:1]([N:8]1[CH2:13][CH2:12][CH:11]([NH:22][CH2:15][C:16]2[CH:21]=[CH:20][CH:19]=[CH:18][CH:17]=2)[CH2:10][CH2:9]1)=[O:2])([CH3:7])([CH3:6])[CH3:5]. The catalyst class is: 1. (6) Reactant: [Br:1][C:2]1[O:6][C:5]([CH2:7][NH:8][CH2:9][C:10]2[CH:15]=[CH:14][C:13]([O:16][CH3:17])=[CH:12][CH:11]=2)=[C:4]([C:18]([OH:20])=O)[CH:3]=1.O=S(Cl)Cl. Product: [Br:1][C:2]1[O:6][CH:5]2[CH2:7][N:8]([CH2:9][C:10]3[CH:15]=[CH:14][C:13]([O:16][CH3:17])=[CH:12][CH:11]=3)[C:18](=[O:20])[CH:4]2[CH:3]=1. The catalyst class is: 2.